From a dataset of Catalyst prediction with 721,799 reactions and 888 catalyst types from USPTO. Predict which catalyst facilitates the given reaction. Reactant: [CH:1]1([C:4]#[CH:5])[CH2:3][CH2:2]1.[Li]CCCC.[Si:11](Cl)([C:14]([CH3:17])([CH3:16])[CH3:15])([CH3:13])[CH3:12]. Product: [Si:11]([C:5]#[C:4][CH:1]1[CH2:3][CH2:2]1)([C:14]([CH3:17])([CH3:16])[CH3:15])([CH3:13])[CH3:12]. The catalyst class is: 247.